From a dataset of Peptide-MHC class I binding affinity with 185,985 pairs from IEDB/IMGT. Regression. Given a peptide amino acid sequence and an MHC pseudo amino acid sequence, predict their binding affinity value. This is MHC class I binding data. (1) The peptide sequence is GRNSFEVRV. The MHC is HLA-A69:01 with pseudo-sequence HLA-A69:01. The binding affinity (normalized) is 0.0847. (2) The MHC is Mamu-A01 with pseudo-sequence Mamu-A01. The binding affinity (normalized) is 0. The peptide sequence is MLPIYDQAA. (3) The peptide sequence is WCRLKFHIV. The MHC is HLA-B08:01 with pseudo-sequence HLA-B08:01. The binding affinity (normalized) is 0.593. (4) The peptide sequence is HLFYSAVLL. The MHC is HLA-A02:01 with pseudo-sequence HLA-A02:01. The binding affinity (normalized) is 0.865. (5) The peptide sequence is GIPHPAGLK. The MHC is HLA-B40:02 with pseudo-sequence HLA-B40:02. The binding affinity (normalized) is 0. (6) The peptide sequence is TEDQGHFPL. The MHC is HLA-B46:01 with pseudo-sequence HLA-B46:01. The binding affinity (normalized) is 0.0847. (7) The peptide sequence is YIALCKVTV. The MHC is HLA-A02:03 with pseudo-sequence HLA-A02:03. The binding affinity (normalized) is 0.706.